Predict the product of the given reaction. From a dataset of Forward reaction prediction with 1.9M reactions from USPTO patents (1976-2016). (1) Given the reactants C(OCC)C.O[CH:7]([C:17]1[CH:24]=[CH:23][CH:22]=[CH:21][C:18]=1[CH:19]=[O:20])[CH2:8][C:9]([CH2:12][Si](C)(C)C)=[C:10]=[CH2:11].[Si](OS(C(F)(F)F)(=O)=O)(C)(C)C.O, predict the reaction product. The product is: [CH2:11]=[C:10]1[C:9](=[CH2:12])[CH2:8][CH:7]2[O:20][CH:19]1[CH:18]1[C:17]2=[C:24]=[CH:23][CH:22]=[CH:21]1. (2) Given the reactants [CH2:1]([O:3][C:4]([C:6]1[S:15][C:14]2[C:13]3[CH:16]=[CH:17][C:18]([OH:20])=[CH:19][C:12]=3[O:11][C:10]3[CH:21]=[CH:22][CH:23]=[CH:24][C:9]=3[C:8]=2[CH:7]=1)=[O:5])[CH3:2].C(=O)([O-])[O-].[K+].[K+].[CH2:31](Cl)[C:32]1[CH:37]=[CH:36][CH:35]=[CH:34][CH:33]=1, predict the reaction product. The product is: [CH2:1]([O:3][C:4]([C:6]1[S:15][C:14]2[C:13]3[CH:16]=[CH:17][C:18]([O:20][CH2:31][C:32]4[CH:37]=[CH:36][CH:35]=[CH:34][CH:33]=4)=[CH:19][C:12]=3[O:11][C:10]3[CH:21]=[CH:22][CH:23]=[CH:24][C:9]=3[C:8]=2[CH:7]=1)=[O:5])[CH3:2]. (3) Given the reactants C(Cl)(=O)C(Cl)=O.CS(C)=O.[CH2:11]([O:18][C@H:19]1[C@H:24]([O:25][CH2:26][C:27]2[CH:32]=[CH:31][CH:30]=[CH:29][CH:28]=2)[C@@H:23]([O:33][CH2:34][C:35]2[CH:40]=[CH:39][CH:38]=[CH:37][CH:36]=2)[C:22]([C:43]2[CH:48]=[CH:47][C:46]([Cl:49])=[C:45]([CH2:50][C:51]3[CH:60]=[CH:59][C:54]4[O:55][CH2:56][CH2:57][O:58][C:53]=4[CH:52]=3)[CH:44]=2)([O:41][CH3:42])[O:21][C@@H:20]1[CH2:61][OH:62])[C:12]1[CH:17]=[CH:16][CH:15]=[CH:14][CH:13]=1.C(N(CC)CC)C.Cl, predict the reaction product. The product is: [CH2:11]([O:18][C@H:19]1[C@H:24]([O:25][CH2:26][C:27]2[CH:28]=[CH:29][CH:30]=[CH:31][CH:32]=2)[C@@H:23]([O:33][CH2:34][C:35]2[CH:40]=[CH:39][CH:38]=[CH:37][CH:36]=2)[C:22]([C:43]2[CH:48]=[CH:47][C:46]([Cl:49])=[C:45]([CH2:50][C:51]3[CH:60]=[CH:59][C:54]4[O:55][CH2:56][CH2:57][O:58][C:53]=4[CH:52]=3)[CH:44]=2)([O:41][CH3:42])[O:21][C@@H:20]1[CH:61]=[O:62])[C:12]1[CH:17]=[CH:16][CH:15]=[CH:14][CH:13]=1. (4) The product is: [NH:26]1[CH:34]=[C:32]([CH3:33])[C:30](=[O:31])[NH:29][C:27]1=[O:28].[C:1]([N:20]1[CH2:25][CH2:24][NH:23][CH2:22][CH2:21]1)(=[O:28])[CH3:2]. Given the reactants [C:1]([N:20]1[CH2:25][CH2:24][NH:23][CH2:22][CH2:21]1)(C1C=CC=CC=1)(C1C=CC=CC=1)[C:2]1C=CC=CC=1.[N:26]1(CC(O)=O)[CH:34]=[C:32]([CH3:33])[C:30](=[O:31])[NH:29][C:27]1=[O:28], predict the reaction product. (5) Given the reactants [OH:1][C:2]1[CH:11]=[CH:10][C:9]([C:12]([N:14]2[CH2:19][CH2:18][O:17][CH2:16][CH2:15]2)=[O:13])=[CH:8][C:3]=1[C:4]([O:6][CH3:7])=[O:5].C(=O)([O-])[O-].[Cs+].[Cs+].Br[CH2:27][C:28]1[CH:33]=[CH:32][C:31]([F:34])=[CH:30][C:29]=1[F:35], predict the reaction product. The product is: [F:35][C:29]1[CH:30]=[C:31]([F:34])[CH:32]=[CH:33][C:28]=1[CH2:27][O:1][C:2]1[CH:11]=[CH:10][C:9]([C:12]([N:14]2[CH2:15][CH2:16][O:17][CH2:18][CH2:19]2)=[O:13])=[CH:8][C:3]=1[C:4]([O:6][CH3:7])=[O:5]. (6) Given the reactants Br[C:2]1[CH:7]=[CH:6][C:5]([C:8]2[O:12][N:11]=[C:10]([CH3:13])[C:9]=2[CH:14]([OH:18])[CH2:15][CH:16]=[CH2:17])=[CH:4][CH:3]=1.[CH2:19]([O:21][C:22]([C:24]1([C:27]2[CH:32]=[CH:31][C:30](B3OC(C)(C)C(C)(C)O3)=[CH:29][CH:28]=2)[CH2:26][CH2:25]1)=[O:23])[CH3:20], predict the reaction product. The product is: [CH2:19]([O:21][C:22]([C:24]1([C:27]2[CH:32]=[CH:31][C:30]([C:2]3[CH:7]=[CH:6][C:5]([C:8]4[O:12][N:11]=[C:10]([CH3:13])[C:9]=4[CH:14]([OH:18])[CH2:15][CH:16]=[CH2:17])=[CH:4][CH:3]=3)=[CH:29][CH:28]=2)[CH2:25][CH2:26]1)=[O:23])[CH3:20]. (7) Given the reactants [O:1]=[S:2]1(=[O:36])[C:8]2[CH:9]=[C:10]([O:17][CH2:18][C:19]([O:21]CC)=[O:20])[C:11]([S:13]([CH3:16])(=[O:15])=[O:14])=[CH:12][C:7]=2[N:6]([C:24]2[CH:29]=[CH:28][CH:27]=[CH:26][CH:25]=2)[CH2:5][C:4]([CH2:32][CH2:33][CH2:34][CH3:35])([CH2:30][CH3:31])[CH2:3]1.C1COCC1.[Li+].[OH-], predict the reaction product. The product is: [O:36]=[S:2]1(=[O:1])[C:8]2[CH:9]=[C:10]([O:17][CH2:18][C:19]([OH:21])=[O:20])[C:11]([S:13]([CH3:16])(=[O:14])=[O:15])=[CH:12][C:7]=2[N:6]([C:24]2[CH:29]=[CH:28][CH:27]=[CH:26][CH:25]=2)[CH2:5][C:4]([CH2:32][CH2:33][CH2:34][CH3:35])([CH2:30][CH3:31])[CH2:3]1.